This data is from Forward reaction prediction with 1.9M reactions from USPTO patents (1976-2016). The task is: Predict the product of the given reaction. (1) Given the reactants C[O:2][C:3]1[CH:8]=[CH:7][C:6]([N:9]2[CH2:14][CH2:13][N:12]([C:15]3[CH:20]=[CH:19][C:18]([N:21]4[C:25](=[O:26])[N:24](C(CCC)C)[N:23]=[CH:22]4)=[CH:17][CH:16]=3)[CH2:11][CH2:10]2)=[CH:5][CH:4]=1, predict the reaction product. The product is: [OH:2][C:3]1[CH:4]=[CH:5][C:6]([N:9]2[CH2:10][CH2:11][N:12]([C:15]3[CH:16]=[CH:17][C:18]([N:21]4[C:25](=[O:26])[N:24]([CH2:5][CH2:4][CH2:3][CH2:8][CH3:7])[N:23]=[CH:22]4)=[CH:19][CH:20]=3)[CH2:13][CH2:14]2)=[CH:7][CH:8]=1. (2) Given the reactants [F:1][CH:2]([F:24])[O:3][C:4]1[CH:23]=[CH:22][C:7]([CH2:8][C:9]2[C:10]([CH3:21])=[C:11]([CH3:20])[C:12]([OH:19])=[C:13]([CH:18]=2)[C:14]([O:16][CH3:17])=[O:15])=[CH:6][CH:5]=1.[H-].[Na+].C1C=CC(N([S:34]([C:37]([F:40])([F:39])[F:38])(=[O:36])=[O:35])[S:34]([C:37]([F:40])([F:39])[F:38])(=[O:36])=[O:35])=CC=1.Cl, predict the reaction product. The product is: [F:1][CH:2]([F:24])[O:3][C:4]1[CH:23]=[CH:22][C:7]([CH2:8][C:9]2[C:10]([CH3:21])=[C:11]([CH3:20])[C:12]([O:19][S:34]([C:37]([F:40])([F:39])[F:38])(=[O:36])=[O:35])=[C:13]([CH:18]=2)[C:14]([O:16][CH3:17])=[O:15])=[CH:6][CH:5]=1.